Dataset: Drug-target binding data from BindingDB using IC50 measurements. Task: Regression. Given a target protein amino acid sequence and a drug SMILES string, predict the binding affinity score between them. We predict pIC50 (pIC50 = -log10(IC50 in M); higher means more potent). Dataset: bindingdb_ic50. The compound is CC(C(=O)O)c1ccc(-c2cc(Cl)cc(Cl)c2)c(F)c1. The target protein (P05067) has sequence MLPGLALLLLAAWTARALEVPTDGNAGLLAEPQIAMFCGRLNMHMNVQNGKWDSDPSGTKTCIDTKEGILQYCQEVYPELQITNVVEANQPVTIQNWCKRGRKQCKTHPHFVIPYRCLVGEFVSDALLVPDKCKFLHQERMDVCETHLHWHTVAKETCSEKSTNLHDYGMLLPCGIDKFRGVEFVCCPLAEESDNVDSADAEEDDSDVWWGGADTDYADGSEDKVVEVAEEEEVAEVEEEEADDDEDDEDGDEVEEEAEEPYEEATERTTSIATTTTTTTESVEEVVREVCSEQAETGPCRAMISRWYFDVTEGKCAPFFYGGCGGNRNNFDTEEYCMAVCGSAMSQSLLKTTQEPLARDPVKLPTTAASTPDAVDKYLETPGDENEHAHFQKAKERLEAKHRERMSQVMREWEEAERQAKNLPKADKKAVIQHFQEKVESLEQEAANERQQLVETHMARVEAMLNDRRRLALENYITALQAVPPRPRHVFNMLKKYVRA.... The pIC50 is 4.0.